Dataset: Aqueous solubility values for 9,982 compounds from the AqSolDB database. Task: Regression/Classification. Given a drug SMILES string, predict its absorption, distribution, metabolism, or excretion properties. Task type varies by dataset: regression for continuous measurements (e.g., permeability, clearance, half-life) or binary classification for categorical outcomes (e.g., BBB penetration, CYP inhibition). For this dataset (solubility_aqsoldb), we predict Y. (1) The Y is 0.538 log mol/L. The drug is CCc1cccnc1. (2) The molecule is CCC(C)=O. The Y is 0.520 log mol/L.